This data is from Reaction yield outcomes from USPTO patents with 853,638 reactions. The task is: Predict the reaction yield, written as a fraction of the theoretical maximum amount of product (1.0 means a 100% yield; for example, 0.34 means a 34% yield). The product is [C:1]([O:5][C:6](=[O:7])[NH:8][C@H:9]1[CH2:14][CH2:13][C@H:12]([C:15](=[O:17])[NH2:22])[CH2:11][CH2:10]1)([CH3:4])([CH3:3])[CH3:2]. The catalyst is C(OCC)(=O)C.O1CCCC1.O. The yield is 0.760. The reactants are [C:1]([O:5][C:6]([NH:8][C@H:9]1[CH2:14][CH2:13][C@H:12]([C:15]([OH:17])=O)[CH2:11][CH2:10]1)=[O:7])([CH3:4])([CH3:3])[CH3:2].C1C(=O)[N:22](O)C(=O)C1.C1(N=C=NC2CCCCC2)CCCCC1.N.